This data is from Reaction yield outcomes from USPTO patents with 853,638 reactions. The task is: Predict the reaction yield, written as a fraction of the theoretical maximum amount of product (1.0 means a 100% yield; for example, 0.34 means a 34% yield). (1) The reactants are [CH3:1][O:2][C:3]1[CH:4]=[C:5]([C:12]2[CH:17]=[CH:16][CH:15]=[CH:14][CH:13]=2)[CH:6]=[C:7]([N+:9]([O-])=O)[CH:8]=1. The catalyst is C(O)C.[Pd]. The product is [CH3:1][O:2][C:3]1[CH:8]=[C:7]([NH2:9])[CH:6]=[C:5]([C:12]2[CH:17]=[CH:16][CH:15]=[CH:14][CH:13]=2)[CH:4]=1. The yield is 0.910. (2) The reactants are C([O:8][C:9]1[CH:14]=[CH:13][N:12]2[C:15]([CH2:18][CH:19]3[CH2:21][CH2:20]3)=[N:16][N:17]=[C:11]2[C:10]=1[C:22]([F:25])([F:24])[F:23])C1C=CC=CC=1. The catalyst is [Pd].CO. The product is [CH:19]1([CH2:18][C:15]2[N:12]3[CH:13]=[CH:14][C:9]([OH:8])=[C:10]([C:22]([F:25])([F:24])[F:23])[C:11]3=[N:17][N:16]=2)[CH2:21][CH2:20]1. The yield is 0.690.